Binary Classification. Given a drug SMILES string, predict its activity (active/inactive) in a high-throughput screening assay against a specified biological target. From a dataset of HIV replication inhibition screening data with 41,000+ compounds from the AIDS Antiviral Screen. (1) The compound is COc1ccc(NC(=O)CCC(CC(=O)C(C)(C)C)=NNC(=O)C(N)=O)cc1. The result is 0 (inactive). (2) The drug is Cc1c(C)c(CC(C)(COS(C)(=O)=O)COS(C)(=O)=O)c(C)c(C)c1CC(C)(COS(C)(=O)=O)COS(C)(=O)=O. The result is 0 (inactive). (3) The molecule is CN1C(=O)C2(C#N)C(C)(C)C2(C#N)C1=O. The result is 0 (inactive). (4) The drug is S=CN1CCN(C=S)CC1. The result is 0 (inactive).